This data is from Reaction yield outcomes from USPTO patents with 853,638 reactions. The task is: Predict the reaction yield, written as a fraction of the theoretical maximum amount of product (1.0 means a 100% yield; for example, 0.34 means a 34% yield). (1) The reactants are [OH:1][CH:2]([CH3:9])[C:3]([O:5][CH2:6][CH:7]=[CH2:8])=[O:4].[CH:10](O)=[O:11].CNC1(NC)C=CN=CC1.C1(N=C=NC2CCCCC2)CCCCC1. The catalyst is ClCCCl. The product is [CH:10]([O:1][CH:2]([CH3:9])[C:3]([O:5][CH2:6][CH:7]=[CH2:8])=[O:4])=[O:11]. The yield is 0.540. (2) The reactants are [NH2:1][C:2]([NH2:4])=[S:3].Br[CH:6]([C:12](=O)[CH:13]([CH3:15])[CH3:14])[C:7]([O:9][CH2:10][CH3:11])=[O:8].[NH4+].[OH-]. The catalyst is C(O)C. The product is [NH2:1][C:2]1[S:3][C:6]([C:7]([O:9][CH2:10][CH3:11])=[O:8])=[C:12]([CH:13]([CH3:15])[CH3:14])[N:4]=1. The yield is 0.660. (3) The reactants are [NH:1]1[C:5]2[CH2:6][CH2:7][CH2:8][C:4]=2[C:3]([C:9]([NH2:11])=[O:10])=[N:2]1.C([O-])([O-])=O.[K+].[K+].[CH2:18](Br)[C:19]1[CH:24]=[CH:23][CH:22]=[CH:21][CH:20]=1. The catalyst is CN(C=O)C.CCOC(C)=O. The product is [CH2:18]([N:2]1[C:3]([C:9]([NH2:11])=[O:10])=[C:4]2[CH2:8][CH2:7][CH2:6][C:5]2=[N:1]1)[C:19]1[CH:24]=[CH:23][CH:22]=[CH:21][CH:20]=1. The yield is 0.180. (4) The reactants are [N:1]1[CH:6]=[CH:5][CH:4]=[CH:3][C:2]=1[C:7]1[N:11]=[C:10]([C:12]2[CH:17]=[C:16]([OH:18])[CH:15]=[C:14]([C:19]#[N:20])[CH:13]=2)[O:9][N:8]=1.C(=O)([O-])[O-].[K+].[K+].I[CH2:28][C:29]([F:32])([F:31])[F:30]. The catalyst is CN(C)C=O.ClCCl. The product is [N:1]1[CH:6]=[CH:5][CH:4]=[CH:3][C:2]=1[C:7]1[N:11]=[C:10]([C:12]2[CH:17]=[C:16]([O:18][CH2:28][C:29]([F:32])([F:31])[F:30])[CH:15]=[C:14]([C:19]#[N:20])[CH:13]=2)[O:9][N:8]=1. The yield is 0.270. (5) The reactants are Br[C:2]1[C:7]([N:8]([CH2:23][O:24][CH3:25])[S:9]([C:12]2[CH:17]=[CH:16][C:15]([Cl:18])=[C:14]([C:19]([F:22])([F:21])[F:20])[CH:13]=2)(=[O:11])=[O:10])=[CH:6][C:5]([CH3:26])=[CH:4][N:3]=1.C([Mg]Cl)(C)C.CN(C)[CH:34]=[O:35]. The catalyst is C1COCC1. The product is [Cl:18][C:15]1[CH:16]=[CH:17][C:12]([S:9]([N:8]([C:7]2[C:2]([CH:34]=[O:35])=[N:3][CH:4]=[C:5]([CH3:26])[CH:6]=2)[CH2:23][O:24][CH3:25])(=[O:11])=[O:10])=[CH:13][C:14]=1[C:19]([F:22])([F:21])[F:20]. The yield is 0.447.